The task is: Predict the reactants needed to synthesize the given product.. This data is from Full USPTO retrosynthesis dataset with 1.9M reactions from patents (1976-2016). (1) Given the product [CH2:26]([NH:30][C:2]1[CH:3]=[CH:4][C:5]2[N:6]([C:8]([CH2:15][N:16]3[CH2:20][CH:19]([CH:21]=[C:22]([F:24])[F:23])[CH2:18][C:17]3=[O:25])=[C:9]([C:11]([F:14])([F:13])[F:12])[N:10]=2)[N:7]=1)[CH2:27][CH2:28][CH3:29], predict the reactants needed to synthesize it. The reactants are: Cl[C:2]1[CH:3]=[CH:4][C:5]2[N:6]([C:8]([CH2:15][N:16]3[CH2:20][CH:19]([CH:21]=[C:22]([F:24])[F:23])[CH2:18][C:17]3=[O:25])=[C:9]([C:11]([F:14])([F:13])[F:12])[N:10]=2)[N:7]=1.[CH2:26]([NH2:30])[CH2:27][CH2:28][CH3:29].C(=O)([O-])[O-].[K+].[K+]. (2) Given the product [N:29]1[CH:30]=[CH:31][CH:32]=[CH:33][C:28]=1[C:26]1[NH:5][C:6]2[C:15]([CH:27]=1)=[CH:14][CH:13]=[C:8]([C:9]([O:11][CH3:12])=[O:10])[CH:7]=2, predict the reactants needed to synthesize it. The reactants are: FC(F)(F)C([NH:5][C:6]1[CH:7]=[C:8]([CH:13]=[CH:14][C:15]=1OS(C(F)(F)F)(=O)=O)[C:9]([O:11][CH3:12])=[O:10])=O.[C:26]([C:28]1[CH:33]=[CH:32][CH:31]=[CH:30][N:29]=1)#[CH:27].CN(C)C(=N)N(C)C. (3) Given the product [NH2:26][C@@H:21]([CH2:22][CH:23]([CH3:25])[CH3:24])[CH2:20][O:19][C:18]1[C:3]([C:1]#[N:2])=[CH:4][C:5]2[C:14]3[C:9](=[CH:10][N:11]=[CH:12][CH:13]=3)[C:8](=[O:15])[N:7]([CH3:16])[C:6]=2[CH:17]=1, predict the reactants needed to synthesize it. The reactants are: [C:1]([C:3]1[C:18]([O:19][CH2:20][C@@H:21]([NH:26]C(=O)OC(C)(C)C)[CH2:22][CH:23]([CH3:25])[CH3:24])=[CH:17][C:6]2[N:7]([CH3:16])[C:8](=[O:15])[C:9]3[C:14]([C:5]=2[CH:4]=1)=[CH:13][CH:12]=[N:11][CH:10]=3)#[N:2].Cl.O1CCOCC1. (4) Given the product [C:1]([C:5]1[CH:6]=[CH:7][C:8]([CH2:11][CH:12]=[O:13])=[CH:9][CH:10]=1)([CH3:4])([CH3:2])[CH3:3], predict the reactants needed to synthesize it. The reactants are: [C:1]([C:5]1[CH:10]=[CH:9][C:8]([CH2:11][CH2:12][OH:13])=[CH:7][CH:6]=1)([CH3:4])([CH3:3])[CH3:2].CC(OI1(OC(C)=O)(OC(C)=O)OC(=O)C2C=CC=CC1=2)=O.S([O-])([O-])(=O)=S.[Na+].[Na+]. (5) Given the product [CH2:6]([NH:7][C:41](=[O:43])[C:40]1[CH:45]=[CH:46][N:47]=[C:38]([N:27]2[CH2:28][CH2:29][N:30]([CH2:31][C:32]3[CH:33]=[CH:34][N:35]=[CH:36][CH:37]=3)[C:26]2=[O:25])[CH:39]=1)[C:5]1[CH:23]=[CH:24][CH:2]=[CH:3][CH:4]=1, predict the reactants needed to synthesize it. The reactants are: F[C:2]1[CH:24]=[CH:23][C:5]([CH2:6][N:7]2CCN(C3C=C(C=CN=3)C(OC)=O)C2=O)=[CH:4][CH:3]=1.[O:25]=[C:26]1[N:30]([CH2:31][C:32]2[CH:37]=[CH:36][N:35]=[CH:34][CH:33]=2)[CH2:29][CH2:28][N:27]1[C:38]1[CH:39]=[C:40]([CH:45]=[CH:46][N:47]=1)[C:41]([O:43]C)=O.C(N)C1C=CC=CC=1. (6) Given the product [CH2:1]([O:3][C:4]1[CH:25]=[CH:24][C:7](/[CH:8]=[C:9]2/[C:10](=[O:23])[N:11]([CH2:15][C:16]([OH:18])=[O:17])[C:12](=[O:14])[S:13]/2)=[CH:6][CH:5]=1)[CH3:2], predict the reactants needed to synthesize it. The reactants are: [CH2:1]([O:3][C:4]1[CH:25]=[CH:24][C:7](/[CH:8]=[C:9]2/[C:10](=[O:23])[N:11]([CH2:15][C:16]([O:18]C(C)(C)C)=[O:17])[C:12](=[O:14])[S:13]/2)=[CH:6][CH:5]=1)[CH3:2].NCCN1C(=O)C(CC2C=CC(OCC)=CC=2)SC1=O. (7) Given the product [NH2:11][C:8]1[N:9]=[CH:10][C:5]([S:3]([C:20]2[CH:21]=[CH:22][C:23]([C:26]#[N:27])=[N:24][CH:25]=2)(=[O:2])=[O:4])=[CH:6][CH:7]=1, predict the reactants needed to synthesize it. The reactants are: [Li][O:2][S:3]([C:5]1[CH:6]=[CH:7][C:8]([NH:11]C(=O)OC(C)(C)C)=[N:9][CH:10]=1)=[O:4].Br[C:20]1[CH:21]=[CH:22][C:23]([C:26]#[N:27])=[N:24][CH:25]=1.